This data is from Catalyst prediction with 721,799 reactions and 888 catalyst types from USPTO. The task is: Predict which catalyst facilitates the given reaction. (1) The catalyst class is: 141. Reactant: [C:1]([C:3]1[C:12]2[C:7](=[CH:8][CH:9]=[C:10]([O:13][C:14]3[CH:19]=[CH:18][CH:17]=[CH:16][CH:15]=3)[CH:11]=2)[C:6]([OH:20])=[C:5]([C:21](OC)=[O:22])[N:4]=1)#[N:2].[NH2:25][C@@H:26]([CH2:31][OH:32])[CH2:27][C:28]([OH:30])=[O:29].C[O-].[Na+]. Product: [C:1]([C:3]1[C:12]2[C:7](=[CH:8][CH:9]=[C:10]([O:13][C:14]3[CH:15]=[CH:16][CH:17]=[CH:18][CH:19]=3)[CH:11]=2)[C:6]([OH:20])=[C:5]([C:21]([NH:25][C@@H:26]([CH2:31][OH:32])[CH2:27][C:28]([OH:30])=[O:29])=[O:22])[N:4]=1)#[N:2]. (2) Reactant: [C:1]1([C:19]2[CH:24]=[CH:23][CH:22]=[CH:21][CH:20]=2)[CH:6]=[CH:5][CH:4]=[C:3]([NH:7][CH:8]=[C:9]2[C:14](=[O:15])OC(C)(C)OC2=O)[CH:2]=1. Product: [C:19]1([C:1]2[CH:2]=[C:3]3[C:4]([C:14]([OH:15])=[CH:9][CH:8]=[N:7]3)=[CH:5][CH:6]=2)[CH:20]=[CH:21][CH:22]=[CH:23][CH:24]=1. The catalyst class is: 736. (3) Reactant: CC(C[AlH]CC(C)C)C.[N:10]1[CH:15]=[CH:14][CH:13]=[N:12][C:11]=1[C:16]1[CH:21]=[CH:20][C:19](/[CH:22]=[CH:23]/[CH:24]=[O:25])=[CH:18][CH:17]=1.CO.C(O)(=O)CC(CC(O)=O)(C(O)=O)O. Product: [N:10]1[CH:15]=[CH:14][CH:13]=[N:12][C:11]=1[C:16]1[CH:21]=[CH:20][C:19](/[CH:22]=[CH:23]/[CH2:24][OH:25])=[CH:18][CH:17]=1. The catalyst class is: 4. (4) Reactant: [S:1]([N:10]1[CH2:14][CH2:13][O:12]C1=O)([N:4]1[CH2:8][CH2:7][O:6]C1=O)(=[O:3])=[O:2].C(=O)=O. Product: [OH:12][CH2:13][CH2:14][NH:10][S:1]([NH:4][CH2:8][CH2:7][OH:6])(=[O:3])=[O:2]. The catalyst class is: 74. (5) Reactant: [Cl:1][C:2]1[C:9]([CH3:10])=[C:8]([CH:11]2[C:18](=[O:19])[N:17]3[C@@H:13]([C@@H:14]([O:20][Si](C(C)(C)C)(C)C)[CH2:15][CH2:16]3)[C@@:12]2([OH:32])[C:28]([F:31])([F:30])[F:29])[CH:7]=[CH:6][C:3]=1[C:4]#[N:5].N1C=CC=CC=1. Product: [Cl:1][C:2]1[C:9]([CH3:10])=[C:8]([CH:11]2[C:18](=[O:19])[N:17]3[C@@H:13]([C@@H:14]([OH:20])[CH2:15][CH2:16]3)[C@@:12]2([OH:32])[C:28]([F:29])([F:30])[F:31])[CH:7]=[CH:6][C:3]=1[C:4]#[N:5]. The catalyst class is: 1. (6) Reactant: [F:1][C:2]1[CH:7]=[CH:6][C:5]([CH:8](O)[CH:9]([CH2:13][C:14]2[CH:19]=[CH:18][C:17]([C:20]([F:23])([F:22])[F:21])=[CH:16][CH:15]=2)C(O)=O)=[CH:4][CH:3]=1.C1(P(N=[N+]=[N-])(C2C=CC=CC=2)=[O:32])C=CC=CC=1.C([N:44]([CH2:47]C)CC)C.[OH2:49]. Product: [F:1][C:2]1[CH:3]=[CH:4][C:5]([CH:8]2[O:49][C:47](=[O:32])[NH:44][CH:9]2[CH2:13][C:14]2[CH:15]=[CH:16][C:17]([C:20]([F:21])([F:22])[F:23])=[CH:18][CH:19]=2)=[CH:6][CH:7]=1. The catalyst class is: 7. (7) Reactant: [NH2:1][C:2]1[N:7]=[C:6]([N:8]2[CH2:13][CH2:12][CH2:11][C@H:10]([C:14](O)=[O:15])[CH2:9]2)[CH:5]=[C:4]([C:17]2[CH:22]=[CH:21][C:20]([C:23]#[N:24])=[C:19]([F:25])[CH:18]=2)[N:3]=1.C(Cl)CCl.C1C=CC2N(O)N=NC=2C=1.[Cl:40][C:41]1[CH:42]=[C:43]([CH:45]=[CH:46][CH:47]=1)[NH2:44]. Product: [NH2:1][C:2]1[N:7]=[C:6]([N:8]2[CH2:13][CH2:12][CH2:11][C@H:10]([C:14]([NH:44][C:43]3[CH:45]=[CH:46][CH:47]=[C:41]([Cl:40])[CH:42]=3)=[O:15])[CH2:9]2)[CH:5]=[C:4]([C:17]2[CH:22]=[CH:21][C:20]([C:23]#[N:24])=[C:19]([F:25])[CH:18]=2)[N:3]=1. The catalyst class is: 31. (8) Reactant: [CH2:1]([N:8]1[CH2:13][CH2:12][C:11]([CH3:14])=[C:10]([C:15]2[CH:20]=[CH:19][C:18]([NH:21][C:22](=[O:24])[CH3:23])=[CH:17][CH:16]=2)[CH2:9]1)C1C=CC=CC=1.[N:25]#CBr.C(=O)(O)[O-].[Na+]. Product: [C:1]([N:8]1[CH2:13][CH2:12][C:11]([CH3:14])=[C:10]([C:15]2[CH:20]=[CH:19][C:18]([NH:21][C:22](=[O:24])[CH3:23])=[CH:17][CH:16]=2)[CH2:9]1)#[N:25]. The catalyst class is: 2. (9) Reactant: [F:1][C:2]1[CH:3]=[C:4]([CH:8]=[CH:9][C:10]=1[CH3:11])[C:5](O)=[O:6].C(Cl)(=O)C([Cl:15])=O.CN(C)C=O. Product: [F:1][C:2]1[CH:3]=[C:4]([CH:8]=[CH:9][C:10]=1[CH3:11])[C:5]([Cl:15])=[O:6]. The catalyst class is: 27.